From a dataset of Catalyst prediction with 721,799 reactions and 888 catalyst types from USPTO. Predict which catalyst facilitates the given reaction. (1) Reactant: [CH3:1][C:2]1[CH:7]=[CH:6][C:5]([C:8]2[O:9][C:10]([CH3:13])=[N:11][N:12]=2)=[CH:4][C:3]=1[C:14]1[CH:19]=[CH:18][C:17]([C:20]([OH:22])=O)=[CH:16][CH:15]=1.C1C=CC2N(O)N=NC=2C=1.Cl.CN(C)CCCN=C=NCC.[CH3:45][C:46](=[CH2:49])[CH2:47][NH2:48]. Product: [CH3:1][C:2]1[CH:7]=[CH:6][C:5]([C:8]2[O:9][C:10]([CH3:13])=[N:11][N:12]=2)=[CH:4][C:3]=1[C:14]1[CH:19]=[CH:18][C:17]([C:20]([NH:48][CH2:47][C:46]([CH3:49])=[CH2:45])=[O:22])=[CH:16][CH:15]=1. The catalyst class is: 3. (2) Reactant: Br[C:2]1[CH:3]=[C:4]([CH:8]2[C:17]([CH3:19])([CH3:18])[CH2:16][C:15]3[C:10](=[CH:11][CH:12]=[C:13]([C:20]([OH:22])=[O:21])[CH:14]=3)[NH:9]2)[CH:5]=[CH:6][CH:7]=1.[CH:23]([C@@H:26]1[CH2:30][O:29][C:28](=[O:31])[NH:27]1)([CH3:25])[CH3:24].Cl.CN(C)CC(O)=O.C(=O)([O-])[O-].[K+].[K+]. Product: [CH:23]([C@@H:26]1[CH2:30][O:29][C:28](=[O:31])[N:27]1[C:2]1[CH:3]=[C:4]([CH:8]2[C:17]([CH3:19])([CH3:18])[CH2:16][C:15]3[C:10](=[CH:11][CH:12]=[C:13]([C:20]([OH:22])=[O:21])[CH:14]=3)[NH:9]2)[CH:5]=[CH:6][CH:7]=1)([CH3:25])[CH3:24]. The catalyst class is: 156. (3) Reactant: [ClH:1].O1CCOCC1.C(OC([NH:15][C@@H:16]([CH2:30][CH2:31][CH2:32][NH:33][C:34]([C@H:36]1[NH:54][C:53](=[O:55])[C@H:52]([CH2:56][C@@H:57]([OH:67])[CH2:58][NH:59]C(OC(C)(C)C)=O)[NH:51][C:50](=[O:68])[C@@H:49]([NH:69]C(OC(C)(C)C)=O)[CH2:48][C:47]2[CH:77]=[C:43]([CH:44]=[CH:45][C:46]=2[OH:78])[C:42]2=[CH:79][C:38](=[CH:39][CH:40]=[CH:41]2)[CH2:37]1)=[O:35])[C:17]([NH:19][CH2:20][CH2:21][NH:22]C(=O)OC(C)(C)C)=[O:18])=O)(C)(C)C. Product: [ClH:1].[ClH:1].[ClH:1].[ClH:1].[NH2:69][C@H:49]1[CH2:48][C:47]2[CH:77]=[C:43]([CH:44]=[CH:45][C:46]=2[OH:78])[C:42]2=[CH:79][C:38](=[CH:39][CH:40]=[CH:41]2)[CH2:37][C@@H:36]([C:34]([NH:33][CH2:32][CH2:31][CH2:30][C@H:16]([NH2:15])[C:17]([NH:19][CH2:20][CH2:21][NH2:22])=[O:18])=[O:35])[NH:54][C:53](=[O:55])[C@H:52]([CH2:56][C@@H:57]([OH:67])[CH2:58][NH2:59])[NH:51][C:50]1=[O:68]. The catalyst class is: 12. (4) Reactant: [Cl:1][CH2:2][C@H:3]1[C:11]2[C:10]3[CH:12]=[CH:13][CH:14]=[CH:15][C:9]=3[C:8]([O:16][CH2:17][C:18]3[CH:23]=[CH:22][C:21]([NH:24][C:25](=[O:56])[C@@H:26]([NH:34][C:35](=[O:55])[C@@H:36]([NH:40][C:41](=[O:54])[CH2:42][CH2:43][CH2:44][CH2:45][CH2:46][N:47]4[C:51](=[O:52])[CH:50]=[CH:49][C:48]4=[O:53])[CH:37]([CH3:39])[CH3:38])[CH2:27][CH2:28][CH2:29][NH:30][C:31]([NH2:33])=[O:32])=[CH:20][CH:19]=3)=[CH:7][C:6]=2[N:5](C(OC(C)(C)C)=O)[CH2:4]1.C(O)(C(F)(F)F)=O.C(OCC)(=O)C.N. Product: [Cl:1][CH2:2][C@H:3]1[C:11]2[C:10]3[CH:12]=[CH:13][CH:14]=[CH:15][C:9]=3[C:8]([O:16][CH2:17][C:18]3[CH:19]=[CH:20][C:21]([NH:24][C:25](=[O:56])[C@@H:26]([NH:34][C:35](=[O:55])[C@@H:36]([NH:40][C:41](=[O:54])[CH2:42][CH2:43][CH2:44][CH2:45][CH2:46][N:47]4[C:51](=[O:52])[CH:50]=[CH:49][C:48]4=[O:53])[CH:37]([CH3:39])[CH3:38])[CH2:27][CH2:28][CH2:29][NH:30][C:31]([NH2:33])=[O:32])=[CH:22][CH:23]=3)=[CH:7][C:6]=2[NH:5][CH2:4]1. The catalyst class is: 168. (5) Reactant: C(N(CC)CC)C.C([O:10][C:11]([C:13]1[N:14]([CH2:27][C:28]2([CH2:32][NH2:33])[CH2:31][CH2:30][CH2:29]2)[C:15]2[C:20]([CH:21]=1)=[CH:19][CH:18]=[C:17]([C:22]([O:24][CH2:25][CH3:26])=[O:23])[CH:16]=2)=O)C.C([O-])([O-])=O.[K+].[K+]. Product: [O:10]=[C:11]1[C:13]2=[CH:21][C:20]3[CH:19]=[CH:18][C:17]([C:22]([O:24][CH2:25][CH3:26])=[O:23])=[CH:16][C:15]=3[N:14]2[CH2:27][C:28]2([CH2:29][CH2:30][CH2:31]2)[CH2:32][NH:33]1. The catalyst class is: 8. (6) The catalyst class is: 95. Product: [N+:19]([C:4]1[CH:3]=[CH:2][C:1]([N:7]2[CH2:12][CH2:11][O:10][CH2:9][C:8]2=[O:13])=[CH:6][CH:5]=1)([O-:21])=[O:20]. Reactant: [C:1]1([N:7]2[CH2:12][CH2:11][O:10][CH2:9][C:8]2=[O:13])[CH:6]=[CH:5][CH:4]=[CH:3][CH:2]=1.S(=O)(=O)(O)O.[N+:19]([O-])([OH:21])=[O:20].N. (7) Reactant: [OH:1][C:2]1[CH:7]=[CH:6][C:5]([CH:8]([C:15]#[C:16][CH3:17])[CH2:9][C:10]([O:12][CH2:13][CH3:14])=[O:11])=[CH:4][CH:3]=1.Br[CH2:19][C:20]1[CH:25]=[CH:24][C:23]([CH2:26][OH:27])=[CH:22][CH:21]=1.C([O-])([O-])=O.[Cs+].[Cs+]. Product: [OH:27][CH2:26][C:23]1[CH:24]=[CH:25][C:20]([CH2:19][O:1][C:2]2[CH:3]=[CH:4][C:5]([CH:8]([C:15]#[C:16][CH3:17])[CH2:9][C:10]([O:12][CH2:13][CH3:14])=[O:11])=[CH:6][CH:7]=2)=[CH:21][CH:22]=1. The catalyst class is: 3.